From a dataset of Catalyst prediction with 721,799 reactions and 888 catalyst types from USPTO. Predict which catalyst facilitates the given reaction. (1) Reactant: C(OC([NH:8][C:9]1([CH2:20][NH:21][C:22]2([C:27]([O:29][CH3:30])=[O:28])[CH2:26][CH2:25][CH2:24][CH2:23]2)[C:17]2[C:12](=[C:13]([F:19])[CH:14]=[C:15]([F:18])[CH:16]=2)[CH2:11][CH2:10]1)=O)(C)(C)C.[ClH:31]. Product: [ClH:31].[NH2:8][C:9]1([CH2:20][NH:21][C:22]2([C:27]([O:29][CH3:30])=[O:28])[CH2:26][CH2:25][CH2:24][CH2:23]2)[C:17]2[C:12](=[C:13]([F:19])[CH:14]=[C:15]([F:18])[CH:16]=2)[CH2:11][CH2:10]1. The catalyst class is: 25. (2) Reactant: [Cl-].O[NH3+:3].[C:4](=[O:7])([O-])[OH:5].[Na+].CS(C)=O.[CH2:13]([C:17]1[N:18]=[C:19]([CH3:47])[N:20]([CH:39]([C:41]2[CH:46]=[CH:45][CH:44]=[CH:43][CH:42]=2)[CH3:40])[C:21](=[O:38])[C:22]=1[CH2:23][C:24]1[CH:29]=[CH:28][C:27]([C:30]2[C:31]([C:36]#[N:37])=[CH:32][CH:33]=[CH:34][CH:35]=2)=[CH:26][CH:25]=1)[CH2:14][CH2:15][CH3:16]. Product: [CH2:13]([C:17]1[N:18]=[C:19]([CH3:47])[N:20]([CH:39]([C:41]2[CH:42]=[CH:43][CH:44]=[CH:45][CH:46]=2)[CH3:40])[C:21](=[O:38])[C:22]=1[CH2:23][C:24]1[CH:29]=[CH:28][C:27]([C:30]2[CH:35]=[CH:34][CH:33]=[CH:32][C:31]=2[C:36]2[NH:3][C:4](=[O:7])[O:5][N:37]=2)=[CH:26][CH:25]=1)[CH2:14][CH2:15][CH3:16]. The catalyst class is: 13. (3) Reactant: CC(C[AlH]CC(C)C)C.C[O:11][C:12]([C:14]1[CH:22]=[C:21]2[C:17]([CH:18]=[CH:19][NH:20]2)=[C:16]([O:23][CH2:24][CH3:25])[CH:15]=1)=O. Product: [CH2:24]([O:23][C:16]1[CH:15]=[C:14]([CH:12]=[O:11])[CH:22]=[C:21]2[C:17]=1[CH:18]=[CH:19][NH:20]2)[CH3:25]. The catalyst class is: 697. (4) Reactant: [C:1]1([C:7]2[CH:12]=[CH:11][N:10]=[C:9]([NH2:13])[C:8]=2[NH2:14])[CH:6]=[CH:5][CH:4]=[CH:3][CH:2]=1.[NH2:15][C:16]1[CH:17]=[C:18]([CH:22]=[CH:23][N:24]=1)[C:19](O)=O.C(=O)(O)[O-].[Na+]. Product: [C:1]1([C:7]2[CH:12]=[CH:11][N:10]=[C:9]3[NH:13][C:19]([C:18]4[CH:22]=[CH:23][N:24]=[C:16]([NH2:15])[CH:17]=4)=[N:14][C:8]=23)[CH:2]=[CH:3][CH:4]=[CH:5][CH:6]=1. The catalyst class is: 6.